Dataset: Full USPTO retrosynthesis dataset with 1.9M reactions from patents (1976-2016). Task: Predict the reactants needed to synthesize the given product. (1) Given the product [ClH:24].[N:1]1[C:10]2[C:5](=[CH:6][CH:7]=[CH:8][CH:9]=2)[CH:4]=[C:3]([C:11]2[C:19]3[N:18]4[CH:20]=[CH:21][CH:22]=[C:17]4[C:16](=[N:25][OH:26])[C:15]=3[CH:14]=[CH:13][CH:12]=2)[CH:2]=1, predict the reactants needed to synthesize it. The reactants are: [N:1]1[C:10]2[C:5](=[CH:6][CH:7]=[CH:8][CH:9]=2)[CH:4]=[C:3]([C:11]2[C:19]3[N:18]4[CH:20]=[CH:21][CH:22]=[C:17]4[C:16](=O)[C:15]=3[CH:14]=[CH:13][CH:12]=2)[CH:2]=1.[ClH:24].[NH2:25][OH:26]. (2) Given the product [F:50][C:49]1[CH:48]=[CH:47][C:34]([CH2:35][N:36]2[CH2:41][CH2:40][N:39]([C:42]([O:44][CH2:45][CH3:46])=[O:43])[CH2:38][CH2:37]2)=[CH:33][C:32]=1[CH2:31][NH:30][C:18]([NH:1][C:2]1[O:6][N:5]=[C:4]([CH3:7])[CH:3]=1)=[O:19], predict the reactants needed to synthesize it. The reactants are: [NH2:1][C:2]1[O:6][N:5]=[C:4]([CH3:7])[CH:3]=1.CCN(C(C)C)C(C)C.Cl[C:18](OC1C=CC([N+]([O-])=O)=CC=1)=[O:19].[NH2:30][CH2:31][C:32]1[CH:33]=[C:34]([CH:47]=[CH:48][C:49]=1[F:50])[CH2:35][N:36]1[CH2:41][CH2:40][N:39]([C:42]([O:44][CH2:45][CH3:46])=[O:43])[CH2:38][CH2:37]1. (3) The reactants are: [CH3:1][O:2][C:3]1[N:8]=[C:7]([O:9][CH3:10])[C:6]([N:11]2[C:15]([C:16]([O:18][CH2:19][CH3:20])=[O:17])=[C:14](I)[C:13]([CH3:22])=[N:12]2)=[CH:5][N:4]=1.[Cl:23][C:24]1[CH:31]=[CH:30][C:27]([CH:28]=[O:29])=[CH:26][CH:25]=1. Given the product [Cl:23][C:24]1[CH:31]=[CH:30][C:27]([CH:28]([OH:29])[C:14]2[C:13]([CH3:22])=[N:12][N:11]([C:6]3[C:7]([O:9][CH3:10])=[N:8][C:3]([O:2][CH3:1])=[N:4][CH:5]=3)[C:15]=2[C:16]([O:18][CH2:19][CH3:20])=[O:17])=[CH:26][CH:25]=1, predict the reactants needed to synthesize it. (4) Given the product [C:24]([S:26][CH:14]1[CH2:13][N:12]([C:9]2[S:10][CH:11]=[C:7]([C:5](=[O:6])[N:4]([CH2:3][C:1]#[N:2])[CH:21]([CH3:22])[CH3:23])[N:8]=2)[CH2:15]1)(=[O:27])[CH3:25], predict the reactants needed to synthesize it. The reactants are: [C:1]([CH2:3][N:4]([CH:21]([CH3:23])[CH3:22])[C:5]([C:7]1[N:8]=[C:9]([N:12]2[CH2:15][CH:14](OS(C)(=O)=O)[CH2:13]2)[S:10][CH:11]=1)=[O:6])#[N:2].[C:24]([O-:27])(=[S:26])[CH3:25].[K+]. (5) Given the product [C:16]1([CH3:15])[CH:21]=[CH:20][C:19]([NH:22][CH2:10][CH2:9][C:6]2[CH:7]=[CH:8][C:3]([C:2]([F:14])([F:13])[F:1])=[CH:4][CH:5]=2)=[CH:18][CH:17]=1, predict the reactants needed to synthesize it. The reactants are: [F:1][C:2]([F:14])([F:13])[C:3]1[CH:8]=[CH:7][C:6]([CH2:9][C:10](O)=O)=[CH:5][CH:4]=1.[CH3:15][C:16]1[CH:17]=[CH:18][C:19]([NH2:22])=[CH:20][CH:21]=1. (6) Given the product [Cl:1][C:2]1[CH:7]=[C:6]([C:8]#[C:9][C:10]2[N:11]=[C:12]([CH3:15])[N:13]([CH3:16])[CH:14]=2)[CH:5]=[CH:4][N:3]=1, predict the reactants needed to synthesize it. The reactants are: [Cl:1][C:2]1[CH:7]=[C:6]([C:8]#[C:9][C:10]2[N:11]=[C:12]([CH3:15])[NH:13][CH:14]=2)[CH:5]=[CH:4][N:3]=1.[CH3:16]I. (7) Given the product [CH2:13]([O:11][C:6]1[CH:7]=[C:8]([F:10])[CH:9]=[C:2]([F:1])[C:3]=1[CH:4]=[O:5])[CH3:14], predict the reactants needed to synthesize it. The reactants are: [F:1][C:2]1[CH:9]=[C:8]([F:10])[CH:7]=[C:6]([OH:11])[C:3]=1[CH:4]=[O:5].I[CH2:13][CH3:14].C([O-])([O-])=O.[K+].[K+].CCOCC.